This data is from Full USPTO retrosynthesis dataset with 1.9M reactions from patents (1976-2016). The task is: Predict the reactants needed to synthesize the given product. (1) Given the product [F:1][C:2]1[CH:9]=[CH:8][C:5](/[CH:6]=[CH:16]/[C:15]([C:18]2[CH:26]=[CH:25][C:21]([C:22]([OH:24])=[O:23])=[CH:20][CH:19]=2)=[O:17])=[CH:4][C:3]=1[C:10]1[S:11][CH:12]=[CH:13][CH:14]=1, predict the reactants needed to synthesize it. The reactants are: [F:1][C:2]1[CH:9]=[CH:8][C:5]([CH:6]=O)=[CH:4][C:3]=1[C:10]1[S:11][CH:12]=[CH:13][CH:14]=1.[C:15]([C:18]1[CH:26]=[CH:25][C:21]([C:22]([OH:24])=[O:23])=[CH:20][CH:19]=1)(=[O:17])[CH3:16].[OH-].[Na+]. (2) Given the product [Cl:1][C:2]1[C:3]([C:17]([OH:19])=[O:18])=[N:4][C:5]([Cl:16])=[CH:6][C:7]=1[N:8]([CH3:15])[CH:9]1[CH2:10][CH2:11][O:12][CH2:13][CH2:14]1, predict the reactants needed to synthesize it. The reactants are: [Cl:1][C:2]1[C:3]([C:17]([O:19]C)=[O:18])=[N:4][C:5]([Cl:16])=[CH:6][C:7]=1[N:8]([CH3:15])[CH:9]1[CH2:14][CH2:13][O:12][CH2:11][CH2:10]1.[OH-].[Na+]. (3) Given the product [CH3:17][N:2]([CH3:1])[CH:3]=[CH:4][C:5]([C:7]1[CH:8]=[C:9]([N:13]([CH3:21])[C:14](=[O:16])[CH3:15])[CH:10]=[CH:11][CH:12]=1)=[O:6], predict the reactants needed to synthesize it. The reactants are: [CH3:1][N:2]([CH3:17])[CH:3]=[CH:4][C:5]([C:7]1[CH:8]=[C:9]([NH:13][C:14](=[O:16])[CH3:15])[CH:10]=[CH:11][CH:12]=1)=[O:6].[H-].[Na+].[H-].[CH3:21]I. (4) Given the product [C:21]([C:10]1[C:9]2[C:5](=[C:6]3[C:14]([CH2:17][CH3:18])=[CH:13][CH:12]=[C:7]3[N:8]=2)[CH:4]=[CH:3][CH:11]=1)#[N:22], predict the reactants needed to synthesize it. The reactants are: C([C:3]1[CH:11]=[CH:10][C:9]2[NH:8][C:7]3[CH2:12][CH2:13][CH2:14][C:6]=3[C:5]=2[CH:4]=1)#N.[H-].[Na+].[CH2:17](I)[CH3:18].O.[CH3:21][N:22](C=O)C. (5) Given the product [CH3:7][C:8]1[C:13]2[NH:14][CH2:15][CH2:16][O:17][C:12]=2[CH:11]=[CH:10][CH:9]=1, predict the reactants needed to synthesize it. The reactants are: [H-].[Al+3].[Li+].[H-].[H-].[H-].[CH3:7][C:8]1[C:13]2[NH:14][C:15](=O)[CH2:16][O:17][C:12]=2[CH:11]=[CH:10][CH:9]=1.O.[OH-].[Na+].